From a dataset of Catalyst prediction with 721,799 reactions and 888 catalyst types from USPTO. Predict which catalyst facilitates the given reaction. (1) Reactant: [C:1]([O:9][CH2:10][C:11]1[CH:16]=[CH:15][C:14]([CH2:17][O:18][Si](C(C)(C)C)(C)C)=[CH:13][C:12]=1[CH2:26][O:27][C:28](=[O:35])[C:29]1[CH:34]=[CH:33][CH:32]=[CH:31][CH:30]=1)(=[O:8])[C:2]1[CH:7]=[CH:6][CH:5]=[CH:4][CH:3]=1.[F-].C([N+](CCCC)(CCCC)CCCC)CCC.[Cl-].[NH4+]. Product: [C:1]([O:9][CH2:10][C:11]1[CH:16]=[CH:15][C:14]([CH2:17][OH:18])=[CH:13][C:12]=1[CH2:26][O:27][C:28](=[O:35])[C:29]1[CH:30]=[CH:31][CH:32]=[CH:33][CH:34]=1)(=[O:8])[C:2]1[CH:3]=[CH:4][CH:5]=[CH:6][CH:7]=1. The catalyst class is: 13. (2) Reactant: [C:1]([C:3]1[N:4]=[CH:5][C:6]([NH:20][C@H:21]([CH3:25])[C:22]([NH2:24])=[O:23])=[N:7][C:8]=1[NH:9][C:10]1[CH:11]=[N:12][C:13]2[C:18]([CH:19]=1)=[CH:17][CH:16]=[CH:15][CH:14]=2)#[N:2].[OH-].[Na+].OO.CC(O)=[O:32]. Product: [NH2:24][C:22](=[O:23])[C@H:21]([NH:20][C:6]1[N:7]=[C:8]([NH:9][C:10]2[CH:11]=[N:12][C:13]3[C:18]([CH:19]=2)=[CH:17][CH:16]=[CH:15][CH:14]=3)[C:3]([C:1]([NH2:2])=[O:32])=[N:4][CH:5]=1)[CH3:25]. The catalyst class is: 593. (3) Reactant: S(Cl)(Cl)=O.[Cl:5][C:6]1[C:7]([F:35])=[C:8]([CH:12]2[C:16]([C:19]3[CH:24]=[CH:23][C:22]([Cl:25])=[CH:21][C:20]=3[F:26])([C:17]#[N:18])[CH:15]([CH2:27][C:28]([CH3:31])([CH3:30])[CH3:29])[NH:14][CH:13]2[C:32](O)=[O:33])[CH:9]=[CH:10][CH:11]=1.[NH2:36][C:37]1[CH:38]=[C:39]2[C:43](=[CH:44][CH:45]=1)[C:42](=[O:46])[NH:41][C:40]2=[O:47]. Product: [O:46]=[C:42]1[C:43]2[C:39](=[CH:38][C:37]([NH:36][C:32]([CH:13]3[CH:12]([C:8]4[CH:9]=[CH:10][CH:11]=[C:6]([Cl:5])[C:7]=4[F:35])[C:16]([C:19]4[CH:24]=[CH:23][C:22]([Cl:25])=[CH:21][C:20]=4[F:26])([C:17]#[N:18])[CH:15]([CH2:27][C:28]([CH3:31])([CH3:29])[CH3:30])[NH:14]3)=[O:33])=[CH:45][CH:44]=2)[C:40](=[O:47])[NH:41]1. The catalyst class is: 66. (4) The catalyst class is: 7. Product: [Cl:28][C:29]1[N:37]=[CH:36][N:35]=[C:34]2[C:30]=1[N:31]=[CH:32][N:33]2[C@@H:38]1[O:39][C@H:40]([C:48]#[CH:1])[C@@H:41]2[C@H:45]1[O:44][C:43]([CH3:46])([CH3:47])[O:42]2. Reactant: [CH3:1]C(C)([O-])C.[K+].BrC[P+](C1C=CC=CC=1)(C1C=CC=CC=1)C1C=CC=CC=1.[Cl:28][C:29]1[N:37]=[CH:36][N:35]=[C:34]2[C:30]=1[N:31]=[CH:32][N:33]2[C@H:38]1[C@H:45]2[C@@H:41]([O:42][C:43]([CH3:47])([CH3:46])[O:44]2)[C@@H:40]([CH:48]=O)[O:39]1. (5) Reactant: O[C:2]1[C:6]2[CH:7]=[C:8]([CH3:11])[CH:9]=[CH:10][C:5]=2[O:4][N:3]=1.C(N(CC)CC)C.O=P(Cl)(Cl)[Cl:21]. Product: [Cl:21][C:2]1[C:6]2[CH:7]=[C:8]([CH3:11])[CH:9]=[CH:10][C:5]=2[O:4][N:3]=1. The catalyst class is: 6. (6) Reactant: [NH2:1][C:2]1[S:3][C:4]([C:8]([OH:10])=[O:9])=[C:5]([CH3:7])[N:6]=1.CN1CCOCC1.[CH2:18]([O:25][CH2:26][C:27](Cl)=[O:28])[C:19]1[CH:24]=[CH:23][CH:22]=[CH:21][CH:20]=1.Cl. Product: [CH2:18]([O:25][CH2:26][C:27]([NH:1][C:2]1[S:3][C:4]([C:8]([OH:10])=[O:9])=[C:5]([CH3:7])[N:6]=1)=[O:28])[C:19]1[CH:24]=[CH:23][CH:22]=[CH:21][CH:20]=1. The catalyst class is: 3.